Dataset: KCNQ2 potassium channel screen with 302,405 compounds. Task: Binary Classification. Given a drug SMILES string, predict its activity (active/inactive) in a high-throughput screening assay against a specified biological target. The drug is s1c(Nc2cc(c(cc2)C)C)nc(c2cccnc2)c1. The result is 0 (inactive).